Dataset: Reaction yield outcomes from USPTO patents with 853,638 reactions. Task: Predict the reaction yield, written as a fraction of the theoretical maximum amount of product (1.0 means a 100% yield; for example, 0.34 means a 34% yield). (1) The yield is 0.501. The catalyst is C1COCC1.CO.[Pd].O. The product is [OH:36][C@H:30]1[C@H:31]([CH2:34][OH:35])[CH2:32][CH2:33][NH:28][CH2:29]1. The reactants are C1(CN2CC=C(CO)CC2)C=CC=CC=1.B.[OH-].[Na+].OO.C1(C[N:28]2[CH2:33][CH2:32][C@@H:31]([CH2:34][OH:35])[C@H:30]([OH:36])[CH2:29]2)C=CC=CC=1. (2) The reactants are C(=O)([O-])[O-].[K+].[K+].[C:7]([O:11][C:12](=[O:39])[CH2:13][O:14][C:15]1[C:20]([CH3:21])=[CH:19][C:18]([C:22]2[O:23][C:24]3[N:25]=[C:26](S(C)(=O)=O)[N:27]=[C:28]([CH2:31][CH2:32][CH3:33])[C:29]=3[N:30]=2)=[CH:17][C:16]=1[CH3:38])([CH3:10])([CH3:9])[CH3:8].[F:40][C:41]1[CH:46]=[CH:45][C:44]([F:47])=[CH:43][C:42]=1[OH:48]. The catalyst is CN1C(=O)CCC1.C(OCC)(=O)C. The product is [F:40][C:41]1[CH:46]=[CH:45][C:44]([F:47])=[CH:43][C:42]=1[O:48][C:26]1[N:27]=[C:28]([CH2:31][CH2:32][CH3:33])[C:29]2[N:30]=[C:22]([C:18]3[CH:19]=[C:20]([CH3:21])[C:15]([O:14][CH2:13][C:12]([O:11][C:7]([CH3:10])([CH3:9])[CH3:8])=[O:39])=[C:16]([CH3:38])[CH:17]=3)[O:23][C:24]=2[N:25]=1. The yield is 0.380.